This data is from CYP3A4 inhibition data for predicting drug metabolism from PubChem BioAssay. The task is: Regression/Classification. Given a drug SMILES string, predict its absorption, distribution, metabolism, or excretion properties. Task type varies by dataset: regression for continuous measurements (e.g., permeability, clearance, half-life) or binary classification for categorical outcomes (e.g., BBB penetration, CYP inhibition). Dataset: cyp3a4_veith. (1) The molecule is CN1CCCN=C1/C=C\c1cccs1.O=C(O)[C@@H](O)[C@@H](O)C(=O)O. The result is 0 (non-inhibitor). (2) The compound is O=S(=O)(N/N=C\c1cccn1-c1ccccc1)c1ccc2ccccc2c1. The result is 1 (inhibitor). (3) The drug is O=C(/C=C/c1ccccc1)NNC(=O)c1cccnc1. The result is 0 (non-inhibitor). (4) The drug is c1ccc2[nH]c(NC3=NCCC3)nc2c1. The result is 0 (non-inhibitor).